This data is from Full USPTO retrosynthesis dataset with 1.9M reactions from patents (1976-2016). The task is: Predict the reactants needed to synthesize the given product. The reactants are: [Cl:1][C:2]1[C:10]([C:11]([C:14]#[N:15])([CH3:13])[CH3:12])=[CH:9][CH:8]=[CH:7][C:3]=1[C:4]([OH:6])=O.CN(C)C=O.[NH2:21][C:22]1[CH:23]=[C:24]([CH:41]=[CH:42][C:43]=1[F:44])[O:25][C:26]1[N:31]=[C:30]2[S:32][C:33]([NH:35][C:36]([CH:38]3[CH2:40][CH2:39]3)=[O:37])=[N:34][C:29]2=[CH:28][CH:27]=1.O. Given the product [Cl:1][C:2]1[C:10]([C:11]([C:14]#[N:15])([CH3:13])[CH3:12])=[CH:9][CH:8]=[CH:7][C:3]=1[C:4]([NH:21][C:22]1[CH:23]=[C:24]([O:25][C:26]2[N:31]=[C:30]3[S:32][C:33]([NH:35][C:36]([CH:38]4[CH2:40][CH2:39]4)=[O:37])=[N:34][C:29]3=[CH:28][CH:27]=2)[CH:41]=[CH:42][C:43]=1[F:44])=[O:6], predict the reactants needed to synthesize it.